This data is from HIV replication inhibition screening data with 41,000+ compounds from the AIDS Antiviral Screen. The task is: Binary Classification. Given a drug SMILES string, predict its activity (active/inactive) in a high-throughput screening assay against a specified biological target. (1) The drug is O=C(CC(C(=O)c1ccsc1)c1cccs1)c1cccs1. The result is 0 (inactive). (2) The molecule is C=CCC(C(=O)Nc1cccc2nc[nH]c12)C(=O)OCC. The result is 0 (inactive). (3) The result is 1 (active). The drug is Nc1c(S(=O)(=O)O)cc2cc(S(=O)(=O)O)ccc2c1N=Nc1ccc(C=Cc2ccc(N=Nc3c(N)c(S(=O)(=O)O)cc4cc(S(=O)(=O)O)ccc34)cc2S(=O)(=O)O)c(S(=O)(=O)O)c1.[NaH]. (4) The compound is CCc1c(-c2ccc(OC)cc2)oc(OC)c(C)c1=O. The result is 0 (inactive). (5) The molecule is CCCN(CCC)C(=O)COc1cc2c(O)c3c(O)c(C)c4c(c13)C(=O)C(C)(OC=CC(OC)C(C)C(OC(C)=O)C(C)C(O)C(C)C(O)C(C)C=CC=C(C)C(=O)N2)O4. The result is 0 (inactive). (6) The drug is CC1(CCCC2(C)CCNC2=O)OCCO1. The result is 0 (inactive). (7) The drug is COc1ccc(-c2c(C3=NCCCN3)nnn2-c2ccc(Cl)cc2)cc1. The result is 0 (inactive). (8) The drug is CC(C)=CCc1c(-c2ccc(O)cc2OC2OC(CO)C(O)C(O)C2O)oc2c3c(cc(O)c2c1=O)OC(C)(C)C=C3. The result is 0 (inactive). (9) The molecule is CC(=O)C(=N)Nc1ccccc1. The result is 0 (inactive). (10) The compound is CC(=O)OC(C)CC[PH](c1ccccc1)(c1ccccc1)c1ccccc1. The result is 0 (inactive).